From a dataset of Peptide-MHC class I binding affinity with 185,985 pairs from IEDB/IMGT. Regression. Given a peptide amino acid sequence and an MHC pseudo amino acid sequence, predict their binding affinity value. This is MHC class I binding data. (1) The peptide sequence is PIQKETWDTW. The MHC is HLA-C06:02 with pseudo-sequence HLA-C06:02. The binding affinity (normalized) is 0. (2) The peptide sequence is DARYCSEFI. The MHC is HLA-A68:02 with pseudo-sequence HLA-A68:02. The binding affinity (normalized) is 0.743.